Dataset: Full USPTO retrosynthesis dataset with 1.9M reactions from patents (1976-2016). Task: Predict the reactants needed to synthesize the given product. (1) Given the product [CH2:16]([O:23][CH2:24][CH2:25][NH:26][S:12]([C:3]1[C:4]([Cl:11])=[CH:5][CH:6]=[C:7]([N+:8]([O-:10])=[O:9])[C:2]=1[Cl:1])(=[O:14])=[O:13])[C:17]1[CH:22]=[CH:21][CH:20]=[CH:19][CH:18]=1, predict the reactants needed to synthesize it. The reactants are: [Cl:1][C:2]1[C:7]([N+:8]([O-:10])=[O:9])=[CH:6][CH:5]=[C:4]([Cl:11])[C:3]=1[S:12](Cl)(=[O:14])=[O:13].[CH2:16]([O:23][CH2:24][CH2:25][NH2:26])[C:17]1[CH:22]=[CH:21][CH:20]=[CH:19][CH:18]=1.C(N(CC)CC)C. (2) Given the product [S:29]1[CH:30]=[CH:31][C:27]2[CH:26]=[C:25]([CH2:24][S:21]([NH:20][C@H:7]([CH2:8][N:9]3[C:17](=[O:18])[C:16]4[C:11](=[CH:12][CH:13]=[CH:14][CH:15]=4)[C:10]3=[O:19])[C:6]([OH:34])=[O:5])(=[O:22])=[O:23])[CH:33]=[CH:32][C:28]1=2, predict the reactants needed to synthesize it. The reactants are: C([O:5][C:6](=[O:34])[C@H:7]([NH:20][S:21]([CH2:24][C:25]1[CH:33]=[CH:32][C:28]2[S:29][CH:30]=[CH:31][C:27]=2[CH:26]=1)(=[O:23])=[O:22])[CH2:8][N:9]1[C:17](=[O:18])[C:16]2[C:11](=[CH:12][CH:13]=[CH:14][CH:15]=2)[C:10]1=[O:19])(C)(C)C.C(O)(C(F)(F)F)=O. (3) Given the product [C:1]([C:5]1[CH:11]=[CH:10][CH:9]=[CH:8][C:6]=1[NH:7][C:16](=[O:17])[CH2:15][CH2:14][C:13]([OH:18])=[O:12])([CH3:4])([CH3:2])[CH3:3], predict the reactants needed to synthesize it. The reactants are: [C:1]([C:5]1[CH:11]=[CH:10][CH:9]=[CH:8][C:6]=1[NH2:7])([CH3:4])([CH3:3])[CH3:2].[O:12]1[C:16](=[O:17])[CH2:15][CH2:14][C:13]1=[O:18]. (4) Given the product [CH3:9][N:6]1[C:7](=[O:8])[C:2]([C:30]2[CH:31]=[N:26][CH:27]=[N:28][CH:29]=2)=[C:3]2[C:12](=[O:13])[N:11]([CH2:14][CH2:15][C:16]3[CH:25]=[CH:24][C:23]4[C:18](=[CH:19][CH:20]=[CH:21][CH:22]=4)[N:17]=3)[CH2:10][C:4]2=[CH:5]1, predict the reactants needed to synthesize it. The reactants are: Cl[C:2]1[C:7](=[O:8])[N:6]([CH3:9])[CH:5]=[C:4]2[CH2:10][N:11]([CH2:14][CH2:15][C:16]3[CH:25]=[CH:24][C:23]4[C:18](=[CH:19][CH:20]=[CH:21][CH:22]=4)[N:17]=3)[C:12](=[O:13])[C:3]=12.[N:26]1[CH:31]=[C:30](B(O)O)[CH:29]=[N:28][CH:27]=1. (5) Given the product [CH3:21][O:20][C:13]1[CH:12]=[C:11]([S:9][C:3]2[CH:8]=[CH:7][CH:6]=[CH:5][CH:4]=2)[CH:16]=[CH:15][C:14]=1[N+:17]([O-:19])=[O:18], predict the reactants needed to synthesize it. The reactants are: [H-].[Na+].[C:3]1([SH:9])[CH:8]=[CH:7][CH:6]=[CH:5][CH:4]=1.Cl[C:11]1[CH:16]=[CH:15][C:14]([N+:17]([O-:19])=[O:18])=[C:13]([O:20][CH3:21])[CH:12]=1.O. (6) Given the product [CH:21]1([C:18]2[CH:19]=[CH:20][C:11]([NH:10][C:6]3[CH:5]=[C:4]4[C:9](=[CH:8][CH:7]=3)[N:1]([C:25]3[N:26]=[N:27][C:28]([CH3:31])=[CH:29][CH:30]=3)[CH:2]=[CH:3]4)=[C:12]([CH:17]=2)[C:13]([O:15][CH3:16])=[O:14])[CH2:23][CH2:22]1, predict the reactants needed to synthesize it. The reactants are: [NH:1]1[C:9]2[C:4](=[CH:5][C:6]([NH:10][C:11]3[CH:20]=[CH:19][C:18]([CH:21]4[CH2:23][CH2:22]4)=[CH:17][C:12]=3[C:13]([O:15][CH3:16])=[O:14])=[CH:7][CH:8]=2)[CH:3]=[CH:2]1.I[C:25]1[N:26]=[N:27][C:28]([CH3:31])=[CH:29][CH:30]=1.P([O-])([O-])([O-])=O.[K+].[K+].[K+].CN[C@@H]1CCCC[C@H]1NC. (7) Given the product [C:17]([O:20][CH2:21][C:22]1[C:23]([N:31]2[CH2:42][CH2:41][N:40]3[C:33](=[CH:34][C:35]4[CH2:36][C:37]([CH3:44])([CH3:43])[CH2:38][C:39]=43)[C:32]2=[O:45])=[N:24][CH:25]=[CH:26][C:27]=1[C:2]1[CH:3]=[C:4]([NH:10][C:11]([CH:13]2[CH2:16][CH2:15][CH2:14]2)=[O:12])[C:5](=[O:9])[N:6]([CH3:8])[CH:7]=1)(=[O:19])[CH3:18], predict the reactants needed to synthesize it. The reactants are: Br[C:2]1[CH:3]=[C:4]([NH:10][C:11]([CH:13]2[CH2:16][CH2:15][CH2:14]2)=[O:12])[C:5](=[O:9])[N:6]([CH3:8])[CH:7]=1.[C:17]([O:20][CH2:21][C:22]1[C:23]([N:31]2[CH2:42][CH2:41][N:40]3[C:33](=[CH:34][C:35]4[CH2:36][C:37]([CH3:44])([CH3:43])[CH2:38][C:39]=43)[C:32]2=[O:45])=[N:24][CH:25]=[CH:26][C:27]=1B(O)O)(=[O:19])[CH3:18].CC([O-])=O.[Na+].